This data is from Catalyst prediction with 721,799 reactions and 888 catalyst types from USPTO. The task is: Predict which catalyst facilitates the given reaction. (1) Reactant: [F:1][C:2]1[CH:7]=[C:6]([N+:8]([O-])=O)[CH:5]=[CH:4][C:3]=1[NH:11][C:12]1[C:13]2[C:20]([C:21]([F:24])([F:23])[F:22])=[CH:19][NH:18][C:14]=2[N:15]=[CH:16][CH:17]=1.[H][H]. Product: [F:1][C:2]1[CH:7]=[C:6]([NH2:8])[CH:5]=[CH:4][C:3]=1[NH:11][C:12]1[CH:17]=[CH:16][N:15]=[C:14]2[NH:18][CH:19]=[C:20]([C:21]([F:24])([F:22])[F:23])[C:13]=12. The catalyst class is: 29. (2) Reactant: [CH3:1][O:2][C:3]1[C:8]([CH3:9])=[CH:7][N:6]=[C:5]([CH2:10][OH:11])[CH:4]=1. Product: [CH3:1][O:2][C:3]1[C:8]([CH3:9])=[CH:7][N:6]=[C:5]([CH:10]=[O:11])[CH:4]=1. The catalyst class is: 327. (3) Reactant: [Cl:1][C:2]1[CH:3]=[C:4]([C:9]2([C:24]([F:27])([F:26])[F:25])[O:13][N:12]=[C:11]([C:14]3[CH:22]=[CH:21][C:17]([C:18](O)=[O:19])=[C:16]([CH3:23])[CH:15]=3)[CH2:10]2)[CH:5]=[C:6]([Cl:8])[CH:7]=1.CN(C(ON1N=NC2C=CC=NC1=2)=[N+](C)C)C.F[P-](F)(F)(F)(F)F.CCN(C(C)C)C(C)C.Cl.[NH2:62][CH2:63][CH2:64][C:65]1[CH:66]=[CH:67][C:68]2[C:72]([CH3:74])([CH3:73])[O:71][B:70]([OH:75])[C:69]=2[CH:76]=1. Product: [Cl:1][C:2]1[CH:3]=[C:4]([C:9]2([C:24]([F:26])([F:25])[F:27])[O:13][N:12]=[C:11]([C:14]3[CH:22]=[CH:21][C:17]([C:18]([NH:62][CH2:63][CH2:64][C:65]4[CH:66]=[CH:67][C:68]5[C:72]([CH3:73])([CH3:74])[O:71][B:70]([OH:75])[C:69]=5[CH:76]=4)=[O:19])=[C:16]([CH3:23])[CH:15]=3)[CH2:10]2)[CH:5]=[C:6]([Cl:8])[CH:7]=1. The catalyst class is: 18. (4) Reactant: [CH2:1]([O:3][C:4](=[O:17])[C:5]([CH2:10][CH2:11][C:12]1[S:13][CH:14]=[CH:15][CH:16]=1)([CH3:9])C(O)=O)[CH3:2].C([N:20]([CH2:23]C)CC)C.[CH3:25][OH:26].[OH2:27]. Product: [CH2:1]([O:3][C:4](=[O:17])[C:5]([NH:20][C:23]([O:26][CH3:25])=[O:27])([CH3:9])[CH2:10][CH2:11][C:12]1[S:13][CH:14]=[CH:15][CH:16]=1)[CH3:2]. The catalyst class is: 48. (5) Reactant: [Cl:1][C:2]1[CH:3]=[C:4]2[C:8](=[CH:9][CH:10]=1)[NH:7][C:6]([C:11]([OH:13])=O)=[CH:5]2.Cl.[CH3:15][NH:16][O:17][CH3:18].O.ON1C2C=CC=CC=2N=N1.Cl.C(N=C=NCCCN(C)C)C.Cl. Product: [Cl:1][C:2]1[CH:3]=[C:4]2[C:8](=[CH:9][CH:10]=1)[NH:7][C:6]([C:11]([N:16]([O:17][CH3:18])[CH3:15])=[O:13])=[CH:5]2. The catalyst class is: 289.